From a dataset of Forward reaction prediction with 1.9M reactions from USPTO patents (1976-2016). Predict the product of the given reaction. (1) The product is: [F:22][CH:4]([C:3]1[CH:6]=[CH:7][CH:8]=[CH:9][C:2]=1[F:1])[C:14]#[N:15]. Given the reactants [F:1][C:2]1[CH:9]=[CH:8][CH:7]=[CH:6][C:3]=1[CH:4]=O.C[Si]([C:14]#[N:15])(C)C.C(N(S(F)(F)[F:22])CC)C, predict the reaction product. (2) The product is: [CH3:30][C:29]1[C:24]([N:21]2[CH2:22][CH2:23][N:18]([C:16]([C:13]3[CH:14]=[CH:15][C:10]([N:7]4[C@H:3]([CH2:2][OH:1])[CH2:4][CH2:5][C:6]4=[O:8])=[C:11]([F:32])[CH:12]=3)=[O:17])[CH2:19][CH2:20]2)=[N:25][CH:26]=[C:27]([CH3:31])[CH:28]=1. Given the reactants [OH:1][CH2:2][C@H:3]1[NH:7][C:6](=[O:8])[CH2:5][CH2:4]1.Br[C:10]1[CH:15]=[CH:14][C:13]([C:16]([N:18]2[CH2:23][CH2:22][N:21]([C:24]3[C:29]([CH3:30])=[CH:28][C:27]([CH3:31])=[CH:26][N:25]=3)[CH2:20][CH2:19]2)=[O:17])=[CH:12][C:11]=1[F:32], predict the reaction product. (3) Given the reactants [CH2:1]([C:3]1[CH:8]=[C:7]([C:9]2[CH2:10][CH2:11][NH:12][CH2:13][CH:14]=2)[CH:6]=[CH:5][C:4]=1[N:15]([CH3:26])[C:16]1[N:21]=[CH:20][C:19]2[N:22]=[CH:23][N:24]([CH3:25])[C:18]=2[CH:17]=1)[CH3:2].[C:27]([CH2:29][C:30](O)=[O:31])#[N:28].F[P-](F)(F)(F)(F)F.N1(OC(N(C)C)=[N+](C)C)C2N=CC=CC=2N=N1.C(N(C(C)C)CC)(C)C, predict the reaction product. The product is: [CH2:1]([C:3]1[CH:8]=[C:7]([C:9]2[CH2:10][CH2:11][N:12]([C:30](=[O:31])[CH2:29][C:27]#[N:28])[CH2:13][CH:14]=2)[CH:6]=[CH:5][C:4]=1[N:15]([CH3:26])[C:16]1[N:21]=[CH:20][C:19]2[N:22]=[CH:23][N:24]([CH3:25])[C:18]=2[CH:17]=1)[CH3:2]. (4) The product is: [C:27]([C:22]1[CH:23]=[CH:24][C:19]([NH:18][C:3]2[C:2]([F:1])=[C:7]([F:8])[CH:6]=[CH:5][C:4]=2[C:9]2[O:13][C:12]([NH:14][CH2:15][CH2:16][OH:17])=[N:11][N:10]=2)=[C:20]([F:26])[CH:21]=1)#[CH:28]. Given the reactants [F:1][C:2]1[C:3]([NH:18][C:19]2[CH:24]=[CH:23][C:22](I)=[CH:21][C:20]=2[F:26])=[C:4]([C:9]2[O:13][C:12]([NH:14][CH2:15][CH2:16][OH:17])=[N:11][N:10]=2)[CH:5]=[CH:6][C:7]=1[F:8].[CH2:27](N(CC)CC)[CH3:28].C([Si](C)(C)C)#C.[F-].[Cs+], predict the reaction product. (5) The product is: [S:10]1[C:14]2[CH:15]=[CH:16][CH:17]=[CH:18][C:13]=2[CH:12]=[C:11]1[C:19]([NH:21][C:22]1([C:28]([NH:30][C@H:31]([CH:36]=[O:37])[CH2:32][CH2:33][S:34][CH3:35])=[O:29])[CH2:27][CH2:26][CH2:25][CH2:24][CH2:23]1)=[O:20]. Given the reactants C(N(CC)C(C)C)(C)C.[S:10]1[C:14]2[CH:15]=[CH:16][CH:17]=[CH:18][C:13]=2[CH:12]=[C:11]1[C:19]([NH:21][C:22]1([C:28]([NH:30][C@H:31]([CH2:36][OH:37])[CH2:32][CH2:33][S:34][CH3:35])=[O:29])[CH2:27][CH2:26][CH2:25][CH2:24][CH2:23]1)=[O:20], predict the reaction product. (6) The product is: [Cl:23][C:17]1[CH:18]=[C:19]2[C:14](=[CH:15][CH:16]=1)[C:13](=[O:24])[N:12]([C:8]1[CH:9]=[N:10][CH:11]=[C:6]([NH:5][CH:3]3[CH2:2][N:1]([C:62]([C:58]4[N:57]([CH3:56])[CH:61]=[CH:60][N:59]=4)=[O:63])[CH2:4]3)[CH:7]=1)[C:20]2([CH3:21])[CH3:22]. Given the reactants [NH:1]1[CH2:4][CH:3]([NH:5][C:6]2[CH:7]=[C:8]([N:12]3[C:20]([CH3:22])([CH3:21])[C:19]4[C:14](=[CH:15][CH:16]=[C:17]([Cl:23])[CH:18]=4)[C:13]3=[O:24])[CH:9]=[N:10][CH:11]=2)[CH2:2]1.CCN(CC)CC.CN(C(ON1N=NC2C=CC=NC1=2)=[N+](C)C)C.F[P-](F)(F)(F)(F)F.[CH3:56][N:57]1[CH:61]=[CH:60][N:59]=[C:58]1[C:62](O)=[O:63], predict the reaction product.